From a dataset of Peptide-MHC class II binding affinity with 134,281 pairs from IEDB. Regression. Given a peptide amino acid sequence and an MHC pseudo amino acid sequence, predict their binding affinity value. This is MHC class II binding data. (1) The peptide sequence is GGQSSFYTDWYQPSQ. The MHC is HLA-DQA10301-DQB10302 with pseudo-sequence HLA-DQA10301-DQB10302. The binding affinity (normalized) is 0.0934. (2) The peptide sequence is EDPLFQLVSKLYEVV. The MHC is DRB1_0301 with pseudo-sequence DRB1_0301. The binding affinity (normalized) is 0.272. (3) The peptide sequence is IKLVKSSRPDCSEIP. The MHC is HLA-DPA10103-DPB10301 with pseudo-sequence HLA-DPA10103-DPB10301. The binding affinity (normalized) is 0.392. (4) The MHC is HLA-DQA10102-DQB10501 with pseudo-sequence HLA-DQA10102-DQB10501. The binding affinity (normalized) is 0.494. The peptide sequence is VLAPYMPDVLEKLEL. (5) The peptide sequence is AYESYKFIPALEAAVKQAYAATVAAA. The MHC is DRB1_0301 with pseudo-sequence DRB1_0301. The binding affinity (normalized) is 0.675. (6) The peptide sequence is NVWEVKSSKPLVGPF. The MHC is DRB1_1001 with pseudo-sequence DRB1_1001. The binding affinity (normalized) is 0.503. (7) The peptide sequence is YTTEGGTKGEAKDVI. The MHC is HLA-DPA10103-DPB10301 with pseudo-sequence HLA-DPA10103-DPB10301. The binding affinity (normalized) is 0. (8) The peptide sequence is NKHNRLYMEARPLEE. The MHC is DRB1_1101 with pseudo-sequence DRB1_1101. The binding affinity (normalized) is 0.172. (9) The peptide sequence is RVPLTSNNGIKQQGI. The MHC is DRB1_0901 with pseudo-sequence DRB1_0901. The binding affinity (normalized) is 0.235.